This data is from Full USPTO retrosynthesis dataset with 1.9M reactions from patents (1976-2016). The task is: Predict the reactants needed to synthesize the given product. (1) Given the product [Br:3][C:4]1[C:5](=[O:11])[N:6]([CH2:23][C:24]2[CH:29]=[CH:28][C:27]([Cl:30])=[CH:26][CH:25]=2)[C:7]([Cl:10])=[N:8][CH:9]=1, predict the reactants needed to synthesize it. The reactants are: O.[Li].[Br:3][C:4]1[C:5](=[O:11])[NH:6][C:7]([Cl:10])=[N:8][CH:9]=1.CC1C=CC(S(O[CH2:23][C:24]2[CH:29]=[CH:28][C:27]([Cl:30])=[CH:26][CH:25]=2)(=O)=O)=CC=1.C(O)(=O)CC(CC(O)=O)(C(O)=O)O. (2) Given the product [F:24][C:25]1[C:30]([C:2]2[CH:3]=[CH:4][C:5]3[O:14][CH2:13][CH2:12][C:11]4[S:10][C:9]([C:15]5[N:16]([CH:20]([CH3:22])[CH3:21])[N:17]=[CH:18][N:19]=5)=[N:8][C:7]=4[C:6]=3[CH:23]=2)=[CH:29][C:28]([CH3:34])=[CH:27][N:26]=1, predict the reactants needed to synthesize it. The reactants are: Br[C:2]1[CH:3]=[CH:4][C:5]2[O:14][CH2:13][CH2:12][C:11]3[S:10][C:9]([C:15]4[N:16]([CH:20]([CH3:22])[CH3:21])[N:17]=[CH:18][N:19]=4)=[N:8][C:7]=3[C:6]=2[CH:23]=1.[F:24][C:25]1[C:30](B(O)O)=[CH:29][C:28]([CH3:34])=[CH:27][N:26]=1.